Dataset: Full USPTO retrosynthesis dataset with 1.9M reactions from patents (1976-2016). Task: Predict the reactants needed to synthesize the given product. Given the product [CH3:58][C@H:59]1[C@H:62]([NH:63][C:15](=[O:17])[CH2:14][CH2:13][C:10]2[CH:9]=[CH:8][C:7]([C:1]3[CH:2]=[CH:3][CH:4]=[CH:5][CH:6]=3)=[CH:12][CH:11]=2)[C:61](=[O:64])[NH:60]1, predict the reactants needed to synthesize it. The reactants are: [C:1]1([C:7]2[CH:12]=[CH:11][C:10]([CH2:13][CH2:14][C:15]([OH:17])=O)=[CH:9][CH:8]=2)[CH:6]=[CH:5][CH:4]=[CH:3][CH:2]=1.CCN(CC)CC.CN(C(ON1N=NC2C=CC=CC1=2)=[N+](C)C)C.[B-](F)(F)(F)F.C1(C)C=CC(S([O-])(=O)=O)=CC=1.[CH3:58][C@H:59]1[C@H:62]([NH3+:63])[C:61](=[O:64])[NH:60]1.